Dataset: Catalyst prediction with 721,799 reactions and 888 catalyst types from USPTO. Task: Predict which catalyst facilitates the given reaction. (1) Reactant: [Cl:1][C:2]1[N:7]=[CH:6][C:5]([S:8][C:9]2[N:13]([C:14]3[CH:19]=[CH:18][C:17]([F:20])=[CH:16][C:15]=3[F:21])[N:12]=[C:11]([C:22]([O:24]CC)=O)[CH:10]=2)=[CH:4][CH:3]=1.[CH3:27][NH2:28].CO. Product: [Cl:1][C:2]1[N:7]=[CH:6][C:5]([S:8][C:9]2[N:13]([C:14]3[CH:19]=[CH:18][C:17]([F:20])=[CH:16][C:15]=3[F:21])[N:12]=[C:11]([C:22]([NH:28][CH3:27])=[O:24])[CH:10]=2)=[CH:4][CH:3]=1. The catalyst class is: 5. (2) Reactant: [C:1]([S@:5](/[N:7]=[CH:8]/[C:9]1([NH:12][C:13](=[O:22])[O:14][CH2:15][C:16]2[CH:21]=[CH:20][CH:19]=[CH:18][CH:17]=2)[CH2:11][CH2:10]1)=[O:6])([CH3:4])([CH3:3])[CH3:2].[C:23]([Mg]Br)([CH3:25])=[CH2:24].[CH2:28]1[CH2:32]OC[CH2:29]1. Product: [CH3:3][C:1]([CH3:4])([S@:5]([NH:7][C@@H:8]([C:9]1([NH:12][C:13](=[O:22])[O:14][CH2:15][C:16]2[CH:21]=[CH:20][CH:19]=[CH:18][CH:17]=2)[CH2:10][CH2:11]1)[C:23]([CH3:25])=[CH2:24])=[O:6])[CH3:2].[CH3:3][C:1]([CH3:4])([S@:5]([NH:7][C@H:8]([C:9]1([NH:12][C:13](=[O:22])[O:14][CH2:15][C:16]2[CH:21]=[CH:20][CH:19]=[CH:18][CH:17]=2)[CH2:10][CH2:11]1)[C:28]([CH3:32])=[CH2:29])=[O:6])[CH3:2]. The catalyst class is: 2. (3) The catalyst class is: 835. Reactant: C1C=CC(P(C2C(OC3C(P(C4C=CC=CC=4)C4C=CC=CC=4)=CC=CC=3)=CC=CC=2)C2C=CC=CC=2)=CC=1.I[C:41]1[CH:42]=[N:43][CH:44]=[CH:45][CH:46]=1.[SH:47][C:48]1[CH:53]=[CH:52][C:51]([CH:54]([CH2:63][CH:64]2[CH2:69][CH2:68][O:67][CH2:66][CH2:65]2)[C:55]([NH:57][C:58]2[S:59][CH:60]=[CH:61][N:62]=2)=[O:56])=[CH:50][CH:49]=1.CC([O-])(C)C.[K+]. Product: [N:43]1[CH:44]=[CH:45][CH:46]=[C:41]([S:47][C:48]2[CH:53]=[CH:52][C:51]([CH:54]([CH2:63][CH:64]3[CH2:69][CH2:68][O:67][CH2:66][CH2:65]3)[C:55]([NH:57][C:58]3[S:59][CH:60]=[CH:61][N:62]=3)=[O:56])=[CH:50][CH:49]=2)[CH:42]=1. (4) Reactant: [CH2:1]1[N:6]([N+:7]([O-:9])=[O:8])[CH2:5][N:4]([N+:10]([O-:12])=[O:11])[CH2:3][N:2]1[N+:13]([O-:15])=[O:14].[N+:16]([C:19]([N+:29]([O-:31])=[O:30])([N+:26]([O-:28])=[O:27])[C:20]1[CH:25]=[CH:24][CH:23]=[CH:22][CH:21]=1)([O-:18])=[O:17]. Product: [CH2:3]1[N:2]([N+:13]([O-:15])=[O:14])[CH2:1][N:6]([N+:7]([O-:9])=[O:8])[CH2:5][N:4]1[N+:10]([O-:12])=[O:11].[N+:16]([C:19]([N+:26]([O-:28])=[O:27])([N+:29]([O-:31])=[O:30])[C:20]1[CH:21]=[CH:22][CH:23]=[CH:24][CH:25]=1)([O-:18])=[O:17]. The catalyst class is: 21. (5) Reactant: [CH:1]1([C:7]2[C:8]3[S:14][C:13]([C:15]([OH:17])=[O:16])=[CH:12][C:9]=3[NH:10][CH:11]=2)[CH2:6][CH2:5][CH2:4][CH2:3][CH2:2]1.C(NC(=NC(C)C)O[C:24]([CH3:27])([CH3:26])[CH3:25])(C)C.NC(=N)O. Product: [CH:1]1([C:7]2[C:8]3[S:14][C:13]([C:15]([O:17][C:24]([CH3:27])([CH3:26])[CH3:25])=[O:16])=[CH:12][C:9]=3[NH:10][CH:11]=2)[CH2:2][CH2:3][CH2:4][CH2:5][CH2:6]1. The catalyst class is: 2. (6) Reactant: [C:1]([O:5][C:6](=[O:23])[NH:7][C:8]1[CH:13]=[CH:12][C:11]([F:14])=[C:10]([O:15][C:16]2[CH:21]=[CH:20][C:19]([NH2:22])=[CH:18][N:17]=2)[CH:9]=1)([CH3:4])([CH3:3])[CH3:2].[S-:24][C:25]#[N:26].[K+].BrBr. Product: [C:1]([O:5][C:6](=[O:23])[NH:7][C:8]1[CH:13]=[CH:12][C:11]([F:14])=[C:10]([O:15][C:16]2[N:17]=[C:18]3[S:24][C:25]([NH2:26])=[N:22][C:19]3=[CH:20][CH:21]=2)[CH:9]=1)([CH3:4])([CH3:2])[CH3:3]. The catalyst class is: 15.